This data is from Full USPTO retrosynthesis dataset with 1.9M reactions from patents (1976-2016). The task is: Predict the reactants needed to synthesize the given product. (1) The reactants are: [H-].[Na+].[OH:3]/[N:4]=[C:5](\[C:11]1[CH:12]=[N:13][CH:14]=[CH:15][CH:16]=1)/[C:6]([O:8][CH2:9][CH3:10])=[O:7].Cl[CH2:18][C:19]1[CH:38]=[CH:37][C:22]([O:23][CH2:24][C:25]2[N:26]=[C:27]([C:31]3[CH:36]=[CH:35][CH:34]=[CH:33][CH:32]=3)[O:28][C:29]=2[CH3:30])=[CH:21][CH:20]=1.Cl.C(=O)(O)[O-].[Na+]. Given the product [CH3:30][C:29]1[O:28][C:27]([C:31]2[CH:32]=[CH:33][CH:34]=[CH:35][CH:36]=2)=[N:26][C:25]=1[CH2:24][O:23][C:22]1[CH:21]=[CH:20][C:19]([CH2:18][O:3]/[N:4]=[C:5](\[C:11]2[CH:12]=[N:13][CH:14]=[CH:15][CH:16]=2)/[C:6]([O:8][CH2:9][CH3:10])=[O:7])=[CH:38][CH:37]=1, predict the reactants needed to synthesize it. (2) Given the product [ClH:1].[NH2:8][CH2:9][CH2:10][CH2:11][N:12]1[CH2:16][CH2:15][C:14]([CH3:17])([CH3:18])[C:13]1=[O:19], predict the reactants needed to synthesize it. The reactants are: [ClH:1].C(OC(=O)[NH:8][CH2:9][CH2:10][CH2:11][N:12]1[CH2:16][CH2:15][C:14]([CH3:18])([CH3:17])[C:13]1=[O:19])(C)(C)C. (3) Given the product [OH:47][C@H:8]([CH2:7][OH:6])[CH2:9][NH:10][C:11]1[CH:16]=[CH:15][C:14]([CH2:17][CH2:18][S:19]([N:22]2[CH2:23][CH2:24][C:25]3([N:29]=[C:28]([C:30]4[CH:35]=[CH:34][C:33]([C:36]([F:39])([F:38])[F:37])=[CH:32][CH:31]=4)[NH:27][C:26]3=[O:40])[CH2:41][CH2:42]2)(=[O:21])=[O:20])=[C:13]([CH3:43])[CH:12]=1, predict the reactants needed to synthesize it. The reactants are: [OH-].[K+].C([O:6][CH2:7][C@@H:8]([O:47]C(=O)C)[CH2:9][N:10](C(=O)C)[C:11]1[CH:16]=[CH:15][C:14]([CH2:17][CH2:18][S:19]([N:22]2[CH2:42][CH2:41][C:25]3([N:29]=[C:28]([C:30]4[CH:35]=[CH:34][C:33]([C:36]([F:39])([F:38])[F:37])=[CH:32][CH:31]=4)[NH:27][C:26]3=[O:40])[CH2:24][CH2:23]2)(=[O:21])=[O:20])=[C:13]([CH3:43])[CH:12]=1)(=O)C.